This data is from Full USPTO retrosynthesis dataset with 1.9M reactions from patents (1976-2016). The task is: Predict the reactants needed to synthesize the given product. Given the product [ClH:40].[F:1][C:2]1[CH:3]=[C:4]([C:12]2[C:13]([O:24][C:25]3[CH:39]=[CH:38][C:28]([O:29][CH2:30][CH2:31][N:32]4[CH2:33][CH2:34][CH2:35][CH2:36][CH2:37]4)=[CH:27][CH:26]=3)=[C:14]3[C:19](=[CH:20][CH:21]=2)[CH:18]=[C:17]([OH:22])[CH:16]=[CH:15]3)[CH:5]=[CH:6][C:7]=1[S:8]([CH3:11])(=[O:10])=[O:9], predict the reactants needed to synthesize it. The reactants are: [F:1][C:2]1[CH:3]=[C:4]([C:12]2[CH:21]=[CH:20][C:19]3[C:14](=[CH:15][CH:16]=[C:17]([O:22]C)[CH:18]=3)[C:13]=2[O:24][C:25]2[CH:39]=[CH:38][C:28]([O:29][CH2:30][CH2:31][N:32]3[CH2:37][CH2:36][CH2:35][CH2:34][CH2:33]3)=[CH:27][CH:26]=2)[CH:5]=[CH:6][C:7]=1[S:8]([CH3:11])(=[O:10])=[O:9].[ClH:40].B(Br)(Br)Br.